The task is: Predict which catalyst facilitates the given reaction.. This data is from Catalyst prediction with 721,799 reactions and 888 catalyst types from USPTO. (1) Reactant: [Br-].C([P+](CCCC)(CCCC)[CH:7]1[C:11]2[CH2:12][CH2:13][CH2:14][CH2:15][C:10]=2[C:9](=[O:16])[O:8]1)CCC.[F:25][C:26]1[CH:33]=[CH:32][C:31]([CH:34]=O)=[CH:30][C:27]=1[C:28]#[N:29].C(N(CC)CC)C. Product: [F:25][C:26]1[CH:33]=[CH:32][C:31]([CH:34]=[C:7]2[C:11]3[CH2:12][CH2:13][CH2:14][CH2:15][C:10]=3[C:9](=[O:16])[O:8]2)=[CH:30][C:27]=1[C:28]#[N:29]. The catalyst class is: 4. (2) Reactant: C([O:4][C@H:5]1[CH2:10][CH2:9][C@@:8]([C@H:12]2[CH2:29][CH2:28][C@@:27]3([CH3:30])[C@@H:14]([CH2:15][C@H:16]4[C@@H:26]3[C@H:25]([CH3:31])[C@@:18]3([CH2:23][CH2:22][C@@H:21]([CH3:24])[CH2:20][O:19]3)[O:17]4)[C@@H:13]2[CH2:32][OH:33])([CH3:11])[C@@H:7]([CH2:34][OH:35])[CH2:6]1)(=O)C.[OH-].[Na+].CC(O)=O. Product: [OH:35][CH2:34][C@@H:7]1[C@:8]([C@H:12]2[CH2:29][CH2:28][C@@:27]3([CH3:30])[C@@H:14]([CH2:15][C@H:16]4[C@@H:26]3[C@H:25]([CH3:31])[C@@:18]3([CH2:23][CH2:22][C@@H:21]([CH3:24])[CH2:20][O:19]3)[O:17]4)[C@@H:13]2[CH2:32][OH:33])([CH3:11])[CH2:9][CH2:10][C@H:5]([OH:4])[CH2:6]1. The catalyst class is: 5. (3) Reactant: [NH2:1][C@@H:2]([CH3:29])[C:3]([NH:5][C:6]1[CH:11]=[CH:10][C:9]([F:12])=[CH:8][C:7]=1[NH:13][C@H:14]1[CH2:19][CH2:18][CH2:17][N:16]([CH2:20][CH2:21][O:22][C:23](=[O:28])[C:24]([CH3:27])([CH3:26])[CH3:25])[CH2:15]1)=[O:4].Cl[C:31]1[N:39]=[CH:38][N:37]=[C:36]2[C:32]=1[N:33]=[CH:34][N:35]2[CH:40]1[CH2:45][CH2:44][CH2:43][CH2:42][O:41]1.CCN(C(C)C)C(C)C. The catalyst class is: 51. Product: [F:12][C:9]1[CH:10]=[CH:11][C:6]([NH:5][C:3](=[O:4])[C@@H:2]([NH:1][C:31]2[N:39]=[CH:38][N:37]=[C:36]3[C:32]=2[N:33]=[CH:34][N:35]3[CH:40]2[CH2:45][CH2:44][CH2:43][CH2:42][O:41]2)[CH3:29])=[C:7]([NH:13][C@H:14]2[CH2:19][CH2:18][CH2:17][N:16]([CH2:20][CH2:21][O:22][C:23](=[O:28])[C:24]([CH3:25])([CH3:27])[CH3:26])[CH2:15]2)[CH:8]=1. (4) Reactant: [CH3:1][N:2]1[CH:6]([C:7]([O:9]C(C)(C)C)=[O:8])[CH2:5][N:4]([C:14]2[CH:15]=[N:16][CH:17]=[N:18][CH:19]=2)[C:3]1=[O:20]. Product: [CH3:1][N:2]1[CH:6]([C:7]([OH:9])=[O:8])[CH2:5][N:4]([C:14]2[CH:19]=[N:18][CH:17]=[N:16][CH:15]=2)[C:3]1=[O:20]. The catalyst class is: 137.